From a dataset of Full USPTO retrosynthesis dataset with 1.9M reactions from patents (1976-2016). Predict the reactants needed to synthesize the given product. The reactants are: [CH3:1][O:2][C:3]1[CH:8]=[CH:7][C:6]([C:9]2[N:14]=[C:13]([NH2:15])[CH:12]=[CH:11][N:10]=2)=[CH:5][CH:4]=1.Cl[C:17]1[N:22]=[CH:21][C:20]2[N:23]=[CH:24][N:25]([CH:26]([CH3:28])[CH3:27])[C:19]=2[CH:18]=1.CC(C)([O-])C.[Na+].CC(C1C=C(C(C)C)C(C2C(P(C3CCCCC3)C3CCCCC3)=C(OC)C=CC=2OC)=C(C(C)C)C=1)C. Given the product [CH:26]([N:25]1[C:19]2[CH:18]=[C:17]([NH:15][C:13]3[CH:12]=[CH:11][N:10]=[C:9]([C:6]4[CH:5]=[CH:4][C:3]([O:2][CH3:1])=[CH:8][CH:7]=4)[N:14]=3)[N:22]=[CH:21][C:20]=2[N:23]=[CH:24]1)([CH3:28])[CH3:27], predict the reactants needed to synthesize it.